From a dataset of NCI-60 drug combinations with 297,098 pairs across 59 cell lines. Regression. Given two drug SMILES strings and cell line genomic features, predict the synergy score measuring deviation from expected non-interaction effect. (1) Drug 1: CS(=O)(=O)CCNCC1=CC=C(O1)C2=CC3=C(C=C2)N=CN=C3NC4=CC(=C(C=C4)OCC5=CC(=CC=C5)F)Cl. Drug 2: CC1=C(N=C(N=C1N)C(CC(=O)N)NCC(C(=O)N)N)C(=O)NC(C(C2=CN=CN2)OC3C(C(C(C(O3)CO)O)O)OC4C(C(C(C(O4)CO)O)OC(=O)N)O)C(=O)NC(C)C(C(C)C(=O)NC(C(C)O)C(=O)NCCC5=NC(=CS5)C6=NC(=CS6)C(=O)NCCC[S+](C)C)O. Cell line: COLO 205. Synergy scores: CSS=4.20, Synergy_ZIP=-1.17, Synergy_Bliss=0.685, Synergy_Loewe=-13.0, Synergy_HSA=-2.57. (2) Drug 1: CCC(=C(C1=CC=CC=C1)C2=CC=C(C=C2)OCCN(C)C)C3=CC=CC=C3.C(C(=O)O)C(CC(=O)O)(C(=O)O)O. Drug 2: CC1CCC2CC(C(=CC=CC=CC(CC(C(=O)C(C(C(=CC(C(=O)CC(OC(=O)C3CCCCN3C(=O)C(=O)C1(O2)O)C(C)CC4CCC(C(C4)OC)OCCO)C)C)O)OC)C)C)C)OC. Cell line: UACC62. Synergy scores: CSS=8.14, Synergy_ZIP=2.61, Synergy_Bliss=3.71, Synergy_Loewe=0.163, Synergy_HSA=2.08. (3) Drug 1: CN1C(=O)N2C=NC(=C2N=N1)C(=O)N. Synergy scores: CSS=0.767, Synergy_ZIP=1.72, Synergy_Bliss=4.25, Synergy_Loewe=-2.32, Synergy_HSA=-0.414. Drug 2: COC1=C2C(=CC3=C1OC=C3)C=CC(=O)O2. Cell line: T-47D. (4) Drug 1: CC1=C(C=C(C=C1)NC2=NC=CC(=N2)N(C)C3=CC4=NN(C(=C4C=C3)C)C)S(=O)(=O)N.Cl. Drug 2: C1C(C(OC1N2C=C(C(=O)NC2=O)F)CO)O. Cell line: TK-10. Synergy scores: CSS=54.2, Synergy_ZIP=6.83, Synergy_Bliss=5.89, Synergy_Loewe=-37.1, Synergy_HSA=5.77. (5) Drug 1: C#CCC(CC1=CN=C2C(=N1)C(=NC(=N2)N)N)C3=CC=C(C=C3)C(=O)NC(CCC(=O)O)C(=O)O. Drug 2: CS(=O)(=O)OCCCCOS(=O)(=O)C. Cell line: SNB-19. Synergy scores: CSS=11.1, Synergy_ZIP=-2.38, Synergy_Bliss=1.12, Synergy_Loewe=-14.6, Synergy_HSA=1.71. (6) Drug 1: CC(C1=C(C=CC(=C1Cl)F)Cl)OC2=C(N=CC(=C2)C3=CN(N=C3)C4CCNCC4)N. Drug 2: COC1=C2C(=CC3=C1OC=C3)C=CC(=O)O2. Cell line: U251. Synergy scores: CSS=1.54, Synergy_ZIP=4.42, Synergy_Bliss=10.1, Synergy_Loewe=0.0100, Synergy_HSA=1.17. (7) Drug 1: CC1=C(C(=O)C2=C(C1=O)N3CC4C(C3(C2COC(=O)N)OC)N4)N. Drug 2: CC12CCC3C(C1CCC2OP(=O)(O)O)CCC4=C3C=CC(=C4)OC(=O)N(CCCl)CCCl.[Na+]. Cell line: HCC-2998. Synergy scores: CSS=20.4, Synergy_ZIP=-4.48, Synergy_Bliss=-2.22, Synergy_Loewe=-11.0, Synergy_HSA=-1.03. (8) Drug 1: CCCCC(=O)OCC(=O)C1(CC(C2=C(C1)C(=C3C(=C2O)C(=O)C4=C(C3=O)C=CC=C4OC)O)OC5CC(C(C(O5)C)O)NC(=O)C(F)(F)F)O. Drug 2: CCCCCOC(=O)NC1=NC(=O)N(C=C1F)C2C(C(C(O2)C)O)O. Cell line: SNB-19. Synergy scores: CSS=19.7, Synergy_ZIP=2.38, Synergy_Bliss=4.50, Synergy_Loewe=-24.0, Synergy_HSA=0.916.